Dataset: Full USPTO retrosynthesis dataset with 1.9M reactions from patents (1976-2016). Task: Predict the reactants needed to synthesize the given product. (1) Given the product [O:1]1[CH2:6][CH2:5][N:4]([CH2:7][C:8]2[NH:12][C:11]([CH:13]=[O:14])=[N:10][CH:9]=2)[CH2:3][CH2:2]1, predict the reactants needed to synthesize it. The reactants are: [O:1]1[CH2:6][CH2:5][N:4]([CH2:7][C:8]2[NH:12][C:11]([CH2:13][OH:14])=[N:10][CH:9]=2)[CH2:3][CH2:2]1. (2) Given the product [ClH:49].[ClH:49].[CH3:1][C:2]1[CH:11]=[CH:10][C:9]2[C:4](=[CH:5][CH:6]=[CH:7][C:8]=2[N:12]2[CH2:13][CH2:14][N:15]([CH2:18][CH2:19][C:20]3[CH:29]=[CH:28][CH:27]=[C:26]4[C:21]=3[CH:22]=[CH:23][C:24]3[N:25]4[N:30]=[N:31][C:32]=3[C:33]([NH2:42])=[O:35])[CH2:16][CH2:17]2)[N:3]=1, predict the reactants needed to synthesize it. The reactants are: [CH3:1][C:2]1[CH:11]=[CH:10][C:9]2[C:4](=[CH:5][CH:6]=[CH:7][C:8]=2[N:12]2[CH2:17][CH2:16][N:15]([CH2:18][CH2:19][C:20]3[CH:29]=[CH:28][CH:27]=[C:26]4[C:21]=3[CH:22]=[CH:23][C:24]3[N:25]4[N:30]=[N:31][C:32]=3[C:33]([O:35]CC)=O)[CH2:14][CH2:13]2)[N:3]=1.[OH-].[K+].C[Si](C)(C)[NH:42][Si](C)(C)C.[ClH:49]. (3) Given the product [N:13]1[C:14]2[C:19](=[CH:18][CH:17]=[CH:16][CH:15]=2)[CH:20]=[CH:21][C:12]=1[NH:11][S:8]([C:5]1[CH:6]=[N:7][C:2]([C:27]2[CH:28]=[CH:29][C:24]([C:22]#[N:23])=[CH:25][CH:26]=2)=[CH:3][CH:4]=1)(=[O:10])=[O:9], predict the reactants needed to synthesize it. The reactants are: Cl[C:2]1[N:7]=[CH:6][C:5]([S:8]([NH:11][C:12]2[CH:21]=[CH:20][C:19]3[C:14](=[CH:15][CH:16]=[CH:17][CH:18]=3)[N:13]=2)(=[O:10])=[O:9])=[CH:4][CH:3]=1.[C:22]([C:24]1[CH:29]=[CH:28][C:27](B(O)O)=[CH:26][CH:25]=1)#[N:23].COCCOC.C([O-])([O-])=O.[Cs+].[Cs+].